This data is from Catalyst prediction with 721,799 reactions and 888 catalyst types from USPTO. The task is: Predict which catalyst facilitates the given reaction. (1) Reactant: [CH3:1][C:2]1[CH:6]=[C:5]([NH2:7])[S:4][N:3]=1.Cl[C:9]([O:11][C:12]1[CH:17]=[CH:16][CH:15]=[CH:14][CH:13]=1)=[O:10]. Product: [CH3:1][C:2]1[CH:6]=[C:5]([NH:7][C:9](=[O:10])[O:11][C:12]2[CH:17]=[CH:16][CH:15]=[CH:14][CH:13]=2)[S:4][N:3]=1. The catalyst class is: 17. (2) Reactant: [CH3:1][O:2][C:3]1[C:27]([O:28][CH3:29])=[CH:26][C:6]2[C:7]3[N:12]([CH:13]([CH2:15][C:16]([F:19])([F:18])[F:17])[CH2:14][C:5]=2[CH:4]=1)[CH:11]=[C:10]([C:20]([O:22]CC)=[O:21])[C:9](=[O:25])[CH:8]=3.O[Li].O.Cl. Product: [CH3:1][O:2][C:3]1[C:27]([O:28][CH3:29])=[CH:26][C:6]2[C:7]3[N:12]([CH:13]([CH2:15][C:16]([F:19])([F:17])[F:18])[CH2:14][C:5]=2[CH:4]=1)[CH:11]=[C:10]([C:20]([OH:22])=[O:21])[C:9](=[O:25])[CH:8]=3. The catalyst class is: 24. (3) Reactant: O[CH2:2][CH2:3][C@@H:4]1[CH2:9][CH2:8][CH2:7][CH2:6][N:5]1[C:10]([O:12][C:13]([CH3:16])([CH3:15])[CH3:14])=[O:11].C(Br)(Br)(Br)[Br:18].C1(P(C2C=CC=CC=2)C2C=CC=CC=2)C=CC=CC=1. Product: [Br:18][CH2:2][CH2:3][C@@H:4]1[CH2:9][CH2:8][CH2:7][CH2:6][N:5]1[C:10]([O:12][C:13]([CH3:16])([CH3:15])[CH3:14])=[O:11]. The catalyst class is: 2. (4) Product: [C:1]([O:5][C:6]([CH2:8][N:9]([CH:17]([CH2:46][C:47]1[CH:52]=[CH:51][C:50]([NH2:53])=[CH:49][CH:48]=1)[CH2:18][N:19]([CH2:38][C:39]([O:41][C:42]([CH3:43])([CH3:44])[CH3:45])=[O:40])[CH2:20][CH2:21][N:22]([CH2:30][C:31]([O:33][C:34]([CH3:35])([CH3:36])[CH3:37])=[O:32])[CH2:23][C:24]1[CH:25]=[CH:26][CH:27]=[CH:28][CH:29]=1)[CH2:10][C:11]1[CH:12]=[CH:13][CH:14]=[CH:15][CH:16]=1)=[O:7])([CH3:2])([CH3:3])[CH3:4]. The catalyst class is: 19. Reactant: [C:1]([O:5][C:6]([CH2:8][N:9]([CH:17]([CH2:46][C:47]1[CH:52]=[CH:51][C:50]([N+:53]([O-])=O)=[CH:49][CH:48]=1)[CH2:18][N:19]([CH2:38][C:39]([O:41][C:42]([CH3:45])([CH3:44])[CH3:43])=[O:40])[CH2:20][CH2:21][N:22]([CH2:30][C:31]([O:33][C:34]([CH3:37])([CH3:36])[CH3:35])=[O:32])[CH2:23][C:24]1[CH:29]=[CH:28][CH:27]=[CH:26][CH:25]=1)[CH2:10][C:11]1[CH:16]=[CH:15][CH:14]=[CH:13][CH:12]=1)=[O:7])([CH3:4])([CH3:3])[CH3:2].[BH4-].[Na+]. (5) Reactant: [O:1]=[C:2]1[CH2:9][CH:8]2[N:10]([C:11]([O:13][C:14]([CH3:17])([CH3:16])[CH3:15])=[O:12])[CH:4]([CH2:5][O:6][CH2:7]2)[CH2:3]1.[Li+].CC([N-]C(C)C)C.C1C=CC(N([S:33]([C:36]([F:39])([F:38])[F:37])(=[O:35])=[O:34])[S:33]([C:36]([F:39])([F:38])[F:37])(=[O:35])=[O:34])=CC=1. Product: [O:1]=[C:2]1[CH2:3][CH:4]2[N:10]([C:11]([O:13][C:14]([CH3:17])([CH3:16])[CH3:15])=[O:12])[CH:8]([CH2:7][O:6][CH2:5]2)[CH2:9]1.[F:37][C:36]([F:39])([F:38])[S:33]([O:1][C:2]1[CH2:3][CH:4]2[N:10]([C:11]([O:13][C:14]([CH3:17])([CH3:16])[CH3:15])=[O:12])[CH:8]([CH2:7][O:6][CH2:5]2)[CH:9]=1)(=[O:35])=[O:34]. The catalyst class is: 1. (6) Reactant: [CH3:1][N:2]1[C:6]([C:7]([C:9]2[CH:14]=[CH:13][CH:12]=[CH:11][CH:10]=2)=O)=[N:5][CH:4]=[N:3]1.Cl.[NH2:16][OH:17]. Product: [OH:17]/[N:16]=[C:7](\[C:6]1[N:2]([CH3:1])[N:3]=[CH:4][N:5]=1)/[C:9]1[CH:14]=[CH:13][CH:12]=[CH:11][CH:10]=1. The catalyst class is: 17.